Dataset: Forward reaction prediction with 1.9M reactions from USPTO patents (1976-2016). Task: Predict the product of the given reaction. Given the reactants [CH3:1][CH:2]1[CH2:7][CH2:6][C:5](=O)[CH2:4][N:3]1[C:9]([O:11][CH2:12][C:13]1[CH:18]=[CH:17][CH:16]=[CH:15][CH:14]=1)=[O:10].[NH:19]([C:21]([O:23][C:24]([CH3:27])([CH3:26])[CH3:25])=[O:22])[NH2:20], predict the reaction product. The product is: [C:24]([O:23][C:21]([NH:19][N:20]=[C:5]1[CH2:4][N:3]([C:9]([O:11][CH2:12][C:13]2[CH:18]=[CH:17][CH:16]=[CH:15][CH:14]=2)=[O:10])[CH:2]([CH3:1])[CH2:7][CH2:6]1)=[O:22])([CH3:27])([CH3:26])[CH3:25].